From a dataset of Peptide-MHC class I binding affinity with 185,985 pairs from IEDB/IMGT. Regression. Given a peptide amino acid sequence and an MHC pseudo amino acid sequence, predict their binding affinity value. This is MHC class I binding data. (1) The binding affinity (normalized) is 0.198. The peptide sequence is PNYDRLRKL. The MHC is H-2-Kb with pseudo-sequence H-2-Kb. (2) The MHC is Patr-A0701 with pseudo-sequence Patr-A0701. The peptide sequence is DLQHGAESF. The binding affinity (normalized) is 0. (3) The peptide sequence is QPFLALGFFL. The MHC is HLA-B51:01 with pseudo-sequence HLA-B51:01. The binding affinity (normalized) is 0.